This data is from Forward reaction prediction with 1.9M reactions from USPTO patents (1976-2016). The task is: Predict the product of the given reaction. (1) Given the reactants [CH3:1][O:2][C:3](=[O:9])[C@H:4]([CH:6]([CH3:8])[CH3:7])[NH2:5].[P:10](Cl)(Cl)(=[O:22])[O:11][C:12]1[C:21]2[C:16](=[CH:17][CH:18]=[CH:19][CH:20]=2)[CH:15]=[CH:14][CH:13]=1.C(Cl)[Cl:26], predict the reaction product. The product is: [Cl:26][C:13]1[CH:14]=[CH:15][C:16]2[C:21](=[CH:20][CH:19]=[CH:18][CH:17]=2)[C:12]=1[O:11][P:10](=[N:5][C@@H:4]([CH:6]([CH3:8])[CH3:7])[C:3]([O:2][CH3:1])=[O:9])=[O:22]. (2) Given the reactants [NH2:1][C:2]1[CH:3]=[C:4]([CH2:8][C:9]([OH:11])=[O:10])[CH:5]=[CH:6][CH:7]=1.Cl[C:13]([O:15][CH2:16][CH3:17])=[O:14], predict the reaction product. The product is: [CH2:16]([O:15][C:13]([NH:1][C:2]1[CH:3]=[C:4]([CH2:8][C:9]([OH:11])=[O:10])[CH:5]=[CH:6][CH:7]=1)=[O:14])[CH3:17]. (3) The product is: [OH:23][CH2:22][C@@H:21]([NH:20][C:12]([C:10]1[CH:9]=[CH:8][C:7]([N:15]2[CH2:19][CH2:18][CH2:17][CH2:16]2)=[C:6]([O:5][CH2:4][CH:1]2[CH2:2][CH2:3]2)[N:11]=1)=[O:14])[CH2:24][CH:25]([CH3:27])[CH3:26]. Given the reactants [CH:1]1([CH2:4][O:5][C:6]2[N:11]=[C:10]([C:12]([OH:14])=O)[CH:9]=[CH:8][C:7]=2[N:15]2[CH2:19][CH2:18][CH2:17][CH2:16]2)[CH2:3][CH2:2]1.[NH2:20][C@@H:21]([CH2:24][CH:25]([CH3:27])[CH3:26])[CH2:22][OH:23], predict the reaction product. (4) Given the reactants [CH:1]1([NH:4][C:5]([C:7]2[N:8]=[N:9][N:10]([C:12]3[CH:17]=[CH:16][C:15]([C:18]([NH:20][CH2:21][C:22]([F:25])([F:24])[F:23])=[O:19])=[CH:14][C:13]=3[C:26]#[C:27][CH2:28][CH2:29][C:30]3[CH:35]=[CH:34][CH:33]=[CH:32][CH:31]=3)[CH:11]=2)=[O:6])[CH2:3][CH2:2]1.C(O)C, predict the reaction product. The product is: [CH:1]1([NH:4][C:5]([C:7]2[N:8]=[N:9][N:10]([C:12]3[CH:17]=[CH:16][C:15]([C:18]([NH:20][CH2:21][C:22]([F:23])([F:24])[F:25])=[O:19])=[CH:14][C:13]=3[CH2:26][CH2:27][CH2:28][CH2:29][C:30]3[CH:31]=[CH:32][CH:33]=[CH:34][CH:35]=3)[CH:11]=2)=[O:6])[CH2:2][CH2:3]1. (5) Given the reactants [NH2:1][C:2]1[N:7]=[C:6](Cl)[C:5]([CH2:9][CH2:10][C:11]#[N:12])=[C:4]([CH3:13])[N:3]=1.[CH2:14]([NH2:19])[CH2:15][CH2:16][CH2:17][CH3:18], predict the reaction product. The product is: [NH2:1][C:2]1[N:3]=[C:4]([CH3:13])[C:5]([CH2:9][CH2:10][C:11]#[N:12])=[C:6]([NH:19][CH2:14][CH2:15][CH2:16][CH2:17][CH3:18])[N:7]=1.